This data is from TCR-epitope binding with 47,182 pairs between 192 epitopes and 23,139 TCRs. The task is: Binary Classification. Given a T-cell receptor sequence (or CDR3 region) and an epitope sequence, predict whether binding occurs between them. (1) The epitope is ALLADKFPV. The TCR CDR3 sequence is CASSPDGYEQYF. Result: 0 (the TCR does not bind to the epitope). (2) The epitope is GILGFVFTL. The TCR CDR3 sequence is CSARGESDQNTGELFF. Result: 0 (the TCR does not bind to the epitope).